From a dataset of Full USPTO retrosynthesis dataset with 1.9M reactions from patents (1976-2016). Predict the reactants needed to synthesize the given product. (1) Given the product [CH2:22]([O:21][CH2:20][CH2:19][CH:16]([NH:15][C:5]([C:4]1[CH:3]=[C:2]([CH:10]=[CH:9][CH:8]=1)[C:1]([O:12][CH3:13])=[O:11])=[O:7])[CH2:17][OH:18])[C:23]1[CH:28]=[CH:27][CH:26]=[CH:25][CH:24]=1, predict the reactants needed to synthesize it. The reactants are: [C:1]([O:12][CH3:13])(=[O:11])[C:2]1[CH:10]=[CH:9][CH:8]=[C:4]([C:5]([OH:7])=O)[CH:3]=1.Cl.[NH2:15][CH:16]([CH2:19][CH2:20][O:21][CH2:22][C:23]1[CH:28]=[CH:27][CH:26]=[CH:25][CH:24]=1)[CH2:17][OH:18].C(N(C(C)C)CC)(C)C.CN(C(ON1N=NC2C=CC=NC1=2)=[N+](C)C)C.F[P-](F)(F)(F)(F)F. (2) Given the product [C:11]([O:15][C:16]([N:18]1[CH:23]([C@@H:24]([O:50][CH2:51][C:52]2[CH:57]=[CH:56][CH:55]=[CH:54][CH:53]=2)[C@@H:25]([N:35]([CH2:36][C:37]2[CH:38]=[CH:39][CH:40]=[CH:41][CH:42]=2)[CH2:43][C:44]2[CH:45]=[CH:46][CH:47]=[CH:48][CH:49]=2)[CH2:26][C:27]2[CH:32]=[C:31]([F:33])[CH:30]=[C:29]([F:34])[CH:28]=2)[CH2:22][O:21][C@@H:20]([OH:58])[CH2:19]1)=[O:17])([CH3:14])([CH3:12])[CH3:13], predict the reactants needed to synthesize it. The reactants are: [H-].C([Al+]CC(C)C)C(C)C.[C:11]([O:15][C:16]([N:18]1[C@@H:23]([C@@H:24]([O:50][CH2:51][C:52]2[CH:57]=[CH:56][CH:55]=[CH:54][CH:53]=2)[C@@H:25]([N:35]([CH2:43][C:44]2[CH:49]=[CH:48][CH:47]=[CH:46][CH:45]=2)[CH2:36][C:37]2[CH:42]=[CH:41][CH:40]=[CH:39][CH:38]=2)[CH2:26][C:27]2[CH:32]=[C:31]([F:33])[CH:30]=[C:29]([F:34])[CH:28]=2)[CH2:22][O:21][C:20](=[O:58])[CH2:19]1)=[O:17])([CH3:14])([CH3:13])[CH3:12].C1(C)C=CC=CC=1.C(C(C(C([O-])=O)O)O)([O-])=O.[Na+].[K+]. (3) Given the product [C:22]([NH:1][CH2:2][C@H:3]1[CH2:8][O:7][CH2:6][CH2:5][N:4]1[C:9]([O:11][C:12]([CH3:15])([CH3:14])[CH3:13])=[O:10])(=[O:24])[CH3:23], predict the reactants needed to synthesize it. The reactants are: [NH2:1][CH2:2][C@H:3]1[CH2:8][O:7][CH2:6][CH2:5][N:4]1[C:9]([O:11][C:12]([CH3:15])([CH3:14])[CH3:13])=[O:10].N1C=CC=CC=1.[C:22](Cl)(=[O:24])[CH3:23]. (4) Given the product [C:9]([O:13][C:14]([N:16]1[CH2:21][CH2:20][CH:19]([O:8][C:4]2[CH:5]=[CH:6][CH:7]=[C:2]([I:1])[CH:3]=2)[CH2:18][CH2:17]1)=[O:15])([CH3:12])([CH3:10])[CH3:11], predict the reactants needed to synthesize it. The reactants are: [I:1][C:2]1[CH:3]=[C:4]([OH:8])[CH:5]=[CH:6][CH:7]=1.[C:9]([O:13][C:14]([N:16]1[CH2:21][CH2:20][CH:19](O)[CH2:18][CH2:17]1)=[O:15])([CH3:12])([CH3:11])[CH3:10].C1(P(C2C=CC=CC=2)C2C=CC=CC=2)C=CC=CC=1.N(C(OCC)=O)=NC(OCC)=O.